This data is from Reaction yield outcomes from USPTO patents with 853,638 reactions. The task is: Predict the reaction yield, written as a fraction of the theoretical maximum amount of product (1.0 means a 100% yield; for example, 0.34 means a 34% yield). (1) The reactants are [Cl:1][C:2]1[CH:7]=[C:6]([N+:8]([O-:10])=[O:9])[CH:5]=[CH:4][C:3]=1[CH2:11][C:12]([NH:14][O:15][CH3:16])=[O:13].Cl[C:18]1[C:23]([CH:24]=O)=[CH:22][N:21]=[C:20]([S:26][CH3:27])[N:19]=1.C([O-])([O-])=O.[K+].[K+]. The catalyst is CN(C=O)C. The product is [Cl:1][C:2]1[CH:7]=[C:6]([N+:8]([O-:10])=[O:9])[CH:5]=[CH:4][C:3]=1[C:11]1[C:12](=[O:13])[N:14]([O:15][CH3:16])[C:18]2[N:19]=[C:20]([S:26][CH3:27])[N:21]=[CH:22][C:23]=2[CH:24]=1. The yield is 0.630. (2) The reactants are [N:1]1[C:10]2[C:5](=[CH:6][C:7](B(O)O)=[CH:8][CH:9]=2)[CH:4]=[CH:3][CH:2]=1.N1C=CC=CC=1.[C:20]([C:24]1[CH:28]=[C:27]([C:29]([O:31][CH2:32][CH3:33])=[O:30])[NH:26][N:25]=1)([CH3:23])([CH3:22])[CH3:21]. The catalyst is C(Cl)Cl.C([O-])(=O)C.[Cu+2].C([O-])(=O)C. The product is [C:20]([C:24]1[CH:28]=[C:27]([C:29]([O:31][CH2:32][CH3:33])=[O:30])[N:26]([C:7]2[CH:6]=[C:5]3[C:10](=[CH:9][CH:8]=2)[N:1]=[CH:2][CH:3]=[CH:4]3)[N:25]=1)([CH3:23])([CH3:21])[CH3:22]. The yield is 0.330. (3) The reactants are [CH3:1][O:2][C:3]([C:5]1([C:12]#[N:13])[C:7]2([CH2:11][CH2:10][CH2:9][CH2:8]2)[CH2:6]1)=[O:4].[BH4-].[Na+].[H][H]. The catalyst is CO.O.O.O.O.O.O.[Co](Cl)Cl. The product is [CH3:1][O:2][C:3]([C:5]1([CH2:12][NH2:13])[C:7]2([CH2:8][CH2:9][CH2:10][CH2:11]2)[CH2:6]1)=[O:4]. The yield is 0.870. (4) The reactants are [Br:1][CH2:2][CH2:3][CH2:4][O:5][C:6]1[CH:11]=[CH:10][C:9]([N+:12]([O-])=O)=[CH:8][C:7]=1[C:15]1[CH:20]=[CH:19][CH:18]=[CH:17][CH:16]=1. The catalyst is C(O)C.Cl. The product is [Br:1][CH2:2][CH2:3][CH2:4][O:5][C:6]1[C:7]([C:15]2[CH:20]=[CH:19][CH:18]=[CH:17][CH:16]=2)=[CH:8][C:9]([NH2:12])=[CH:10][CH:11]=1. The yield is 0.500. (5) The reactants are [Cl:1][C:2]1[CH:7]=[CH:6][C:5]([CH:8]([C:10]2[N:11]([CH3:21])[C:12]([S:15][CH2:16][CH2:17][N:18]([CH3:20])[CH3:19])=[N:13][CH:14]=2)[OH:9])=[CH:4][CH:3]=1. The catalyst is ClCCl.O=[Mn]=O. The product is [Cl:1][C:2]1[CH:7]=[CH:6][C:5]([C:8]([C:10]2[N:11]([CH3:21])[C:12]([S:15][CH2:16][CH2:17][N:18]([CH3:19])[CH3:20])=[N:13][CH:14]=2)=[O:9])=[CH:4][CH:3]=1. The yield is 0.870.